Dataset: Forward reaction prediction with 1.9M reactions from USPTO patents (1976-2016). Task: Predict the product of the given reaction. (1) Given the reactants [C:1]([C:5]1[CH:6]=[C:7]2[C:12](=[C:13]([F:15])[CH:14]=1)[C:11](=[O:16])[N:10]([C:17]1[CH:24]=[C:23]([F:25])[CH:22]=[C:21]([C:26]3[CH:31]=[C:30]([NH:32][C:33]4[CH:38]=[CH:37][C:36]([N:39]5[CH2:44][CH2:43][N:42]([CH:45]6[CH2:48][O:47][CH2:46]6)[CH2:41][C@@H:40]5[CH2:49][CH3:50])=[CH:35][N:34]=4)[C:29](=[O:51])[N:28]([CH3:52])[CH:27]=3)[C:18]=1[CH:19]=[O:20])[N:9]=[CH:8]2)([CH3:4])([CH3:3])[CH3:2].[BH4-].[Na+], predict the reaction product. The product is: [C:1]([C:5]1[CH:6]=[C:7]2[C:12](=[C:13]([F:15])[CH:14]=1)[C:11](=[O:16])[N:10]([C:17]1[CH:24]=[C:23]([F:25])[CH:22]=[C:21]([C:26]3[CH:31]=[C:30]([NH:32][C:33]4[CH:38]=[CH:37][C:36]([N:39]5[CH2:44][CH2:43][N:42]([CH:45]6[CH2:46][O:47][CH2:48]6)[CH2:41][C@@H:40]5[CH2:49][CH3:50])=[CH:35][N:34]=4)[C:29](=[O:51])[N:28]([CH3:52])[CH:27]=3)[C:18]=1[CH2:19][OH:20])[N:9]=[CH:8]2)([CH3:2])([CH3:3])[CH3:4]. (2) Given the reactants [CH:1]1[C:11]2[C:10]3=[CH:12][C:13]4[CH:14]=[CH:15][C:16]([C:19]([OH:21])=O)=[CH:17][C:18]=4[N:9]3[CH:8]=[CH:7][CH2:6][C:5]=2[CH:4]=[CH:3][CH:2]=1.C1N=C[N:24](C(N2C=NC=C2)=O)C=1.CNC(N)=O.C(O)(C(F)(F)F)=O, predict the reaction product. The product is: [CH:1]1[C:11]2[C:10]3=[CH:12][C:13]4[CH:14]=[CH:15][C:16]([C:19]([NH2:24])=[O:21])=[CH:17][C:18]=4[N:9]3[CH:8]=[CH:7][CH2:6][C:5]=2[CH:4]=[CH:3][CH:2]=1. (3) The product is: [Cl:1][C:2]1[CH:7]=[CH:6][N:5]=[C:4]([CH2:8][NH:9][C:10]2[O:11][C:12]3[C:18]([O:19][CH3:20])=[CH:17][C:16]([C:21]([N:23]4[CH2:30][CH2:29][CH2:28][C:24]4([C:25]([N:36]4[CH2:37][CH:34]([F:33])[CH2:35]4)=[O:26])[CH3:31])=[O:22])=[CH:15][C:13]=3[N:14]=2)[CH:3]=1. Given the reactants [Cl:1][C:2]1[CH:7]=[CH:6][N:5]=[C:4]([CH2:8][NH:9][C:10]2[O:11][C:12]3[C:18]([O:19][CH3:20])=[CH:17][C:16]([C:21]([N:23]4[CH2:30][CH2:29][CH2:28][C@@:24]4([CH3:31])[C:25](O)=[O:26])=[O:22])=[CH:15][C:13]=3[N:14]=2)[CH:3]=1.Cl.[F:33][CH:34]1[CH2:37][NH:36][CH2:35]1.C(N(CC)C(C)C)(C)C.CN(C(ON1N=NC2C=CC=NC1=2)=[N+](C)C)C.F[P-](F)(F)(F)(F)F, predict the reaction product. (4) Given the reactants [H-].[Na+].[Br:3][C:4]1[CH:9]=[CH:8][N:7]=[C:6]2[NH:10][CH:11]=[C:12]([CH:13]=[O:14])[C:5]=12.[CH3:15]I, predict the reaction product. The product is: [Br:3][C:4]1[CH:9]=[CH:8][N:7]=[C:6]2[N:10]([CH3:15])[CH:11]=[C:12]([CH:13]=[O:14])[C:5]=12. (5) Given the reactants Cl.[CH2:2]([O:4][C:5]([C@@:7]1([NH:12][C:13]([C@@H:15]2[CH2:19][C@@H:18]([OH:20])[CH2:17][NH:16]2)=[O:14])[CH2:9][C@H:8]1[CH:10]=[CH2:11])=[O:6])[CH3:3].[CH2:21]([O:24][CH2:25][CH2:26][CH2:27][C@H:28]([NH:32][C:33]([O:35][C:36]([CH3:39])([CH3:38])[CH3:37])=[O:34])[C:29](O)=[O:30])[CH:22]=[CH2:23].C(N(C(C)C)CC)(C)C.C(OCC)(=O)C, predict the reaction product. The product is: [CH2:21]([O:24][CH2:25][CH2:26][CH2:27][C@H:28]([NH:32][C:33]([O:35][C:36]([CH3:39])([CH3:38])[CH3:37])=[O:34])[C:29]([N:16]1[CH2:17][C@H:18]([OH:20])[CH2:19][C@H:15]1[C:13]([NH:12][C@:7]1([C:5]([O:4][CH2:2][CH3:3])=[O:6])[CH2:9][C@H:8]1[CH:10]=[CH2:11])=[O:14])=[O:30])[CH:22]=[CH2:23]. (6) Given the reactants [Cl:1][C:2]1[CH:7]=[CH:6][C:5]([S:8]([N:11]([C:15]2[C:16]([CH:22]([OH:32])[C:23]3[CH:28]=[CH:27][CH:26]=[CH:25][C:24]=3[N+:29]([O-:31])=[O:30])=[N:17][CH:18]=[C:19]([Cl:21])[CH:20]=2)[CH2:12][O:13][CH3:14])(=[O:10])=[O:9])=[CH:4][C:3]=1[C:33]([F:36])([F:35])[F:34].CC(OI1(OC(C)=O)(OC(C)=O)OC(=O)C2C=CC=CC1=2)=O.[O-]S([O-])(=S)=O.[Na+].[Na+].C([O-])(O)=O.[Na+], predict the reaction product. The product is: [Cl:1][C:2]1[CH:7]=[CH:6][C:5]([S:8]([N:11]([C:15]2[C:16]([C:22](=[O:32])[C:23]3[CH:28]=[CH:27][CH:26]=[CH:25][C:24]=3[N+:29]([O-:31])=[O:30])=[N:17][CH:18]=[C:19]([Cl:21])[CH:20]=2)[CH2:12][O:13][CH3:14])(=[O:9])=[O:10])=[CH:4][C:3]=1[C:33]([F:34])([F:36])[F:35]. (7) The product is: [CH3:18][O:17][CH2:16][CH2:15][O:14][CH2:13][CH2:12][O:11][CH2:10][CH2:9][O:8][CH2:7][CH2:6][CH2:5][C:4]([OH:19])=[O:3]. Given the reactants C([O:3][C:4](=[O:19])[CH2:5][CH2:6][CH2:7][O:8][CH2:9][CH2:10][O:11][CH2:12][CH2:13][O:14][CH2:15][CH2:16][O:17][CH3:18])C.Cl, predict the reaction product. (8) The product is: [CH2:29]([S:31]([NH:1][C:2]1[S:3][CH:4]=[C:5]([CH2:7][CH2:8][C:9]2[CH:14]=[CH:13][C:12]([CH2:15][C:16]([O:18][CH3:19])=[O:17])=[CH:11][CH:10]=2)[N:6]=1)(=[O:33])=[O:32])[CH3:30]. Given the reactants [NH2:1][C:2]1[S:3][CH:4]=[C:5]([CH2:7][CH2:8][C:9]2[CH:14]=[CH:13][C:12]([CH2:15][C:16]([O:18][CH3:19])=[O:17])=[CH:11][CH:10]=2)[N:6]=1.C(N(CC)C(C)C)(C)C.[CH2:29]([S:31](Cl)(=[O:33])=[O:32])[CH3:30].O, predict the reaction product. (9) Given the reactants [S:1](=[O:5])(=O)([OH:3])[OH:2].[C:6]1([CH3:12])[CH:11]=[CH:10][CH:9]=[CH:8][CH:7]=1.CCOCC, predict the reaction product. The product is: [C:6]1([CH3:12])[C:7]([S:1]([OH:3])(=[O:5])=[O:2])=[CH:8][CH:9]=[CH:10][CH:11]=1.